This data is from Reaction yield outcomes from USPTO patents with 853,638 reactions. The task is: Predict the reaction yield, written as a fraction of the theoretical maximum amount of product (1.0 means a 100% yield; for example, 0.34 means a 34% yield). (1) The reactants are [C:1]([O:5][C:6]([N:8]1[CH2:13][CH2:12][C:11](=O)[CH2:10][CH2:9]1)=[O:7])([CH3:4])([CH3:3])[CH3:2].[CH2:15]([NH2:18])[CH:16]=[CH2:17].C(O)(=O)C.C(O[BH-](OC(=O)C)OC(=O)C)(=O)C.[Na+]. The catalyst is ClCCCl. The product is [C:1]([O:5][C:6]([N:8]1[CH2:13][CH2:12][CH:11]([NH:18][CH2:15][CH:16]=[CH2:17])[CH2:10][CH2:9]1)=[O:7])([CH3:4])([CH3:3])[CH3:2]. The yield is 0.960. (2) The catalyst is C(O)(=O)C.[Pd]. The product is [NH2:25][C:20]1[CH:21]=[N:22][CH:23]=[CH:24][C:19]=1[C:4]1[CH2:3][C:2]([CH3:28])([CH3:1])[CH2:7][CH:6]([N:8]2[C:9](=[O:18])[C:10]3[C:15](=[CH:14][CH:13]=[CH:12][CH:11]=3)[C:16]2=[O:17])[CH:5]=1. The reactants are [CH3:1][C:2]1([CH3:28])[CH2:7][CH:6]([N:8]2[C:16](=[O:17])[C:15]3[C:10](=[CH:11][CH:12]=[CH:13][CH:14]=3)[C:9]2=[O:18])[CH:5]=[C:4]([C:19]2[CH:24]=[CH:23][N:22]=[CH:21][C:20]=2[N+:25]([O-])=O)[CH2:3]1.[H][H]. The yield is 0.890. (3) The reactants are [CH2:1]([CH:4]1[CH2:9][CH2:8][CH2:7][CH2:6][C:5]1=[CH:10][C:11]([OH:13])=O)[CH:2]=[CH2:3].C(N(CC)CC)C. The product is [CH2:3]1[CH:2]2[CH2:1][CH:4]3[C:5]([CH:10]2[C:11]1=[O:13])=[CH:6][CH2:7][CH2:8][CH2:9]3. The catalyst is ClCCl. The yield is 0.830. (4) The reactants are Cl.[CH2:2]([O:4][C:5](=[O:27])[C@@H:6]([O:24][CH2:25][CH3:26])[CH2:7][C:8]1[CH:13]=[CH:12][C:11]([O:14][CH2:15][CH2:16][C:17]2[CH:22]=[CH:21][C:20]([NH2:23])=[CH:19][CH:18]=2)=[CH:10][CH:9]=1)[CH3:3].C(N(CC)CC)C.[C:35]1([CH2:41][S:42](Cl)(=[O:44])=[O:43])[CH:40]=[CH:39][CH:38]=[CH:37][CH:36]=1.O. The catalyst is ClCCl. The product is [CH2:2]([O:4][C:5](=[O:27])[C@@H:6]([O:24][CH2:25][CH3:26])[CH2:7][C:8]1[CH:13]=[CH:12][C:11]([O:14][CH2:15][CH2:16][C:17]2[CH:18]=[CH:19][C:20]([NH:23][S:42]([CH2:41][C:35]3[CH:40]=[CH:39][CH:38]=[CH:37][CH:36]=3)(=[O:44])=[O:43])=[CH:21][CH:22]=2)=[CH:10][CH:9]=1)[CH3:3]. The yield is 0.380. (5) The yield is 0.110. The catalyst is CN(C=O)C.O.CCOC(C)=O. The product is [CH:38]1([CH2:37][C@H:30]([NH:29][C:11](=[O:12])[C@@H:10]([NH:14][C:15](=[O:28])[C@@H:16]([NH:18][C:19](=[O:27])[CH2:20][N:21]2[CH2:26][CH2:25][O:24][CH2:23][CH2:22]2)[CH3:17])[CH2:9][C:4]2[CH:5]=[CH:6][C:7]([CH3:8])=[C:2]([OH:1])[CH:3]=2)[C:31]([C@@:33]2([CH3:36])[CH2:35][O:34]2)=[O:32])[CH2:42][CH2:41][CH2:40][CH2:39]1. The reactants are [OH:1][C:2]1[CH:3]=[C:4]([CH2:9][C@H:10]([NH:14][C:15](=[O:28])[C@@H:16]([NH:18][C:19](=[O:27])[CH2:20][N:21]2[CH2:26][CH2:25][O:24][CH2:23][CH2:22]2)[CH3:17])[C:11](O)=[O:12])[CH:5]=[CH:6][C:7]=1[CH3:8].[NH2:29][C@@H:30]([CH2:37][CH:38]1[CH2:42][CH2:41][CH2:40][CH2:39]1)[C:31]([C@@:33]1([CH3:36])[CH2:35][O:34]1)=[O:32].CN(C(ON1N=NC2C=CC=NC1=2)=[N+](C)C)C.F[P-](F)(F)(F)(F)F.CCN(C(C)C)C(C)C. (6) The reactants are [O:1]=[C:2]([CH2:10][CH2:11][CH2:12][CH2:13][C:14]1[CH:23]=[CH:22][C:21]2[CH2:20][CH2:19][CH2:18][NH:17][C:16]=2[N:15]=1)[CH2:3]P(=O)(OC)OC.[F:24][CH:25]([F:35])[O:26][C:27]1[CH:34]=[CH:33][C:30]([CH:31]=O)=[CH:29][N:28]=1.[Li+].[Cl-].C1CCN2C(=NCCC2)CC1. The catalyst is CC#N. The product is [F:35][CH:25]([F:24])[O:26][C:27]1[N:28]=[CH:29][C:30](/[CH:31]=[CH:3]/[C:2](=[O:1])[CH2:10][CH2:11][CH2:12][CH2:13][C:14]2[CH:23]=[CH:22][C:21]3[CH2:20][CH2:19][CH2:18][NH:17][C:16]=3[N:15]=2)=[CH:33][CH:34]=1. The yield is 0.710. (7) The reactants are [C:1]([C:5]1[CH:10]=[CH:9][C:8]([S:11](Cl)(=[O:13])=[O:12])=[CH:7][CH:6]=1)([CH3:4])([CH3:3])[CH3:2].[F:15][CH:16]([F:33])[C:17]1[CH:21]=[C:20]([NH2:22])[N:19]([C:23]2[CH:32]=[CH:31][CH:30]=[C:29]3[C:24]=2[CH:25]=[CH:26][CH:27]=[N:28]3)[N:18]=1. The catalyst is CN(C1C=CN=CC=1)C.N1C=CC=CC=1. The product is [C:1]([C:5]1[CH:10]=[CH:9][C:8]([S:11]([NH:22][C:20]2[N:19]([C:23]3[CH:32]=[CH:31][CH:30]=[C:29]4[C:24]=3[CH:25]=[CH:26][CH:27]=[N:28]4)[N:18]=[C:17]([CH:16]([F:33])[F:15])[CH:21]=2)(=[O:13])=[O:12])=[CH:7][CH:6]=1)([CH3:4])([CH3:3])[CH3:2]. The yield is 0.530.